Dataset: Forward reaction prediction with 1.9M reactions from USPTO patents (1976-2016). Task: Predict the product of the given reaction. (1) Given the reactants Br[C:2]1[CH:7]=[CH:6][C:5]([O:8][CH3:9])=[C:4]([CH2:10][NH:11][C:12]([O:14][C:15]([CH3:18])([CH3:17])[CH3:16])=[O:13])[CH:3]=1.[B:19]1([B:19]2[O:23][C:22]([CH3:25])([CH3:24])[C:21]([CH3:27])([CH3:26])[O:20]2)[O:23][C:22]([CH3:25])([CH3:24])[C:21]([CH3:27])([CH3:26])[O:20]1.C([O-])(=O)C.[K+], predict the reaction product. The product is: [CH3:9][O:8][C:5]1[CH:6]=[CH:7][C:2]([B:19]2[O:23][C:22]([CH3:25])([CH3:24])[C:21]([CH3:27])([CH3:26])[O:20]2)=[CH:3][C:4]=1[CH2:10][NH:11][C:12](=[O:13])[O:14][C:15]([CH3:18])([CH3:17])[CH3:16]. (2) The product is: [CH3:19][O:18][C:11]1[CH:12]=[CH:13][CH:14]=[C:15]([O:16][CH3:17])[C:10]=1[CH:2]1[N:1]([CH2:26][C:24]2[N:25]=[C:21]([CH3:20])[S:22][CH:23]=2)[C:6](=[O:8])[CH2:5][CH2:4][CH2:3]1. Given the reactants [NH2:1][CH:2]([C:10]1[C:15]([O:16][CH3:17])=[CH:14][CH:13]=[CH:12][C:11]=1[O:18][CH3:19])[CH2:3][CH2:4][CH2:5][C:6]([O:8]C)=O.[CH3:20][C:21]1[S:22][CH:23]=[C:24]([CH:26]=O)[N:25]=1, predict the reaction product. (3) Given the reactants [CH:1]1[C:10]2[C:5](=[CH:6][CH:7]=[CH:8][CH:9]=2)[CH:4]=[CH:3][C:2]=1[C:11]1[C:24]2[C:19](=[CH:20][CH:21]=[CH:22][CH:23]=2)[C:18](B(O)O)=[C:17]2[C:12]=1[CH:13]=[CH:14][CH:15]=[CH:16]2.Br[C:29]1[CH:30]=[C:31]2[C:40](=[CH:41][CH:42]=1)[C:39]([C:43]([OH:45])=[O:44])=[CH:38][C:37]1[CH:36]=[CH:35][CH:34]=[CH:33][C:32]2=1.C([O-])([O-])=O.[Na+].[Na+].N#N, predict the reaction product. The product is: [CH:1]1[C:10]2[C:5](=[CH:6][CH:7]=[CH:8][CH:9]=2)[CH:4]=[CH:3][C:2]=1[C:11]1[C:24]2[C:19](=[CH:20][CH:21]=[CH:22][CH:23]=2)[C:18]([C:29]2[CH:30]=[C:31]3[C:40](=[CH:41][CH:42]=2)[C:39]([C:43]([OH:45])=[O:44])=[CH:38][C:37]2[CH:36]=[CH:35][CH:34]=[CH:33][C:32]3=2)=[C:17]2[C:12]=1[CH:13]=[CH:14][CH:15]=[CH:16]2. (4) Given the reactants [Cl-].[CH2:2]([N+:18]1[CH:23]=[CH:22][CH:21]=[CH:20][CH:19]=1)[CH2:3][CH2:4][CH2:5][CH2:6][CH2:7][CH2:8][CH2:9][CH2:10][CH2:11][CH2:12][CH2:13][CH2:14][CH2:15][CH2:16][CH3:17].[C:24]([C:26]1[CH:31]=[CH:30][C:29]([S:32]([O-:34])=[O:33])=[CH:28][CH:27]=1)#[N:25].[Na+], predict the reaction product. The product is: [C:24]([C:26]1[CH:27]=[CH:28][C:29]([S:32]([O-:34])=[O:33])=[CH:30][CH:31]=1)#[N:25].[CH2:2]([N+:18]1[CH:19]=[CH:20][CH:21]=[CH:22][CH:23]=1)[CH2:3][CH2:4][CH2:5][CH2:6][CH2:7][CH2:8][CH2:9][CH2:10][CH2:11][CH2:12][CH2:13][CH2:14][CH2:15][CH2:16][CH3:17].